Task: Predict the reaction yield, written as a fraction of the theoretical maximum amount of product (1.0 means a 100% yield; for example, 0.34 means a 34% yield).. Dataset: Reaction yield outcomes from USPTO patents with 853,638 reactions (1) The reactants are [CH:1]1([CH2:6][OH:7])[CH2:5][CH2:4][CH2:3][CH2:2]1.F[C:9]1[CH:10]=[C:11]([CH3:18])[CH:12]=[CH:13][C:14]=1[N+:15]([O-:17])=[O:16].[CH:19]1([CH2:24][O:25][C:26]2[CH:32]=[C:31]([CH3:33])[CH:30]=[CH:29][C:27]=2[NH2:28])[CH2:23][CH2:22][CH2:21][CH2:20]1.[NH2:34][C:35]1[S:36][CH:37]=[CH:38][N:39]=1. No catalyst specified. The product is [CH:1]1([CH2:6][O:7][C:9]2[CH:10]=[C:11]([CH3:18])[CH:12]=[CH:13][C:14]=2[N+:15]([O-:17])=[O:16])[CH2:5][CH2:4][CH2:3][CH2:2]1.[CH:19]1([CH2:24][O:25][C:26]2[CH:32]=[C:31]([CH3:33])[CH:30]=[CH:29][C:27]=2[NH:28][C:6]([NH:34][C:35]2[S:36][CH:37]=[CH:38][N:39]=2)=[O:7])[CH2:20][CH2:21][CH2:22][CH2:23]1. The yield is 0.700. (2) The reactants are C1C(=O)N([Br:8])C(=O)C1.[Br:9][C:10]1[CH:11]=[N:12][C:13]2[C:18]([CH:19]=1)=[CH:17][CH:16]=[CH:15][CH:14]=2.N. The catalyst is OS(O)(=O)=O. The product is [Br:9][C:10]1[CH:11]=[N:12][C:13]2[C:18]([CH:19]=1)=[C:17]([Br:8])[CH:16]=[CH:15][CH:14]=2. The yield is 0.560. (3) The reactants are [OH:1][CH2:2][C@@:3]([C:6]1[CH:25]=[CH:24][C:9]([C:10]([NH:12][C:13]2[N:18]=[CH:17][C:16]3[CH:19]=[CH:20][N:21]([CH2:22][CH3:23])[C:15]=3[CH:14]=2)=[O:11])=[CH:8][CH:7]=1)([OH:5])[CH3:4].[Br:26]N1C(=O)CCC1=O. The catalyst is ClCCl. The product is [Br:26][C:19]1[C:16]2[CH:17]=[N:18][C:13]([NH:12][C:10](=[O:11])[C:9]3[CH:24]=[CH:25][C:6]([C@:3]([OH:5])([CH3:4])[CH2:2][OH:1])=[CH:7][CH:8]=3)=[CH:14][C:15]=2[N:21]([CH2:22][CH3:23])[CH:20]=1. The yield is 0.0700. (4) The reactants are S(Cl)([Cl:3])=O.[Br:5][C:6]1[CH:15]=[C:14]2[C:9]([CH2:10][C:11]([CH3:20])([CH3:19])[CH2:12][C:13]2([CH:17]=[CH2:18])O)=[CH:8][CH:7]=1.[NH2:21][C:22]([NH2:24])=[S:23]. The catalyst is CC#N. The product is [ClH:3].[C:22]([S:23][CH2:18]/[CH:17]=[C:13]1\[CH2:12][C:11]([CH3:20])([CH3:19])[CH2:10][C:9]2[C:14]\1=[CH:15][C:6]([Br:5])=[CH:7][CH:8]=2)(=[NH:21])[NH2:24]. The yield is 0.905. (5) The reactants are O=[C:2]1[NH:7][C:6]2[CH:8]=[C:9]([C:11]([O:13][CH3:14])=[O:12])[S:10][C:5]=2[N:4]=[CH:3]1.P(Cl)(Cl)([Cl:17])=O. No catalyst specified. The product is [Cl:17][C:2]1[N:7]=[C:6]2[CH:8]=[C:9]([C:11]([O:13][CH3:14])=[O:12])[S:10][C:5]2=[N:4][CH:3]=1. The yield is 0.790. (6) The reactants are [C:1]([O:4][C:5](=[O:7])[CH3:6])(=O)[CH3:2].[OH:8][C:9]1[CH:14]=[CH:13]C(O)=[C:11](C)[CH:10]=1.C(=O)([O-])[O-].[Cs+].[Cs+]. The catalyst is C(#N)C. The product is [C:5]([O:4][C:1]1[CH:11]=[CH:10][C:9]([OH:8])=[C:14]([CH3:13])[CH:2]=1)(=[O:7])[CH3:6]. The yield is 0.0300. (7) The yield is 0.930. The product is [ClH:20].[C:8]([CH:10]1[CH2:9][C:8]1([NH2:7])[C:11]([NH:12][CH2:13][C:14]([F:15])([F:16])[F:17])=[O:18])([CH3:11])([CH3:10])[CH3:9]. The reactants are C(OC(=O)[NH:7][C:8]1([C:11](=[O:18])[NH:12][CH2:13][C:14]([F:17])([F:16])[F:15])[CH2:10][CH2:9]1)(C)(C)C.[ClH:20]. The catalyst is C(Cl)Cl.O1CCOCC1. (8) The reactants are CS(O[CH2:6][CH2:7][C:8]1[CH:13]=[CH:12][C:11]([NH:14][C:15]2[N:24]=[CH:23][C:22]3[CH2:21][CH:20]([C:25]4[CH:30]=[CH:29][CH:28]=[C:27]([Br:31])[CH:26]=4)[C:19]4[CH:32]=[CH:33][CH:34]=[CH:35][C:18]=4[C:17]=3[N:16]=2)=[CH:10][CH:9]=1)(=O)=O.[CH3:36][NH:37][CH2:38][CH2:39][CH2:40][CH3:41]. The catalyst is C(N(CC)CC)C. The product is [Br:31][C:27]1[CH:26]=[C:25]([CH:20]2[C:19]3[CH:32]=[CH:33][CH:34]=[CH:35][C:18]=3[C:17]3[N:16]=[C:15]([NH:14][C:11]4[CH:10]=[CH:9][C:8]([CH2:7][CH2:6][N:37]([CH2:38][CH2:39][CH2:40][CH3:41])[CH3:36])=[CH:13][CH:12]=4)[N:24]=[CH:23][C:22]=3[CH2:21]2)[CH:30]=[CH:29][CH:28]=1. The yield is 0.440. (9) The reactants are Br[C:2]1[N:7]=[C:6]([Cl:8])[C:5]([NH:9][C:10](=[O:13])[CH2:11][CH3:12])=[C:4]([CH3:14])[CH:3]=1.[CH3:15][N:16](C=O)C. The catalyst is CCOC(C)=O.O.[C-]#N.[Zn+2].[C-]#N.C1C=CC([P]([Pd]([P](C2C=CC=CC=2)(C2C=CC=CC=2)C2C=CC=CC=2)([P](C2C=CC=CC=2)(C2C=CC=CC=2)C2C=CC=CC=2)[P](C2C=CC=CC=2)(C2C=CC=CC=2)C2C=CC=CC=2)(C2C=CC=CC=2)C2C=CC=CC=2)=CC=1. The product is [Cl:8][C:6]1[C:5]([NH:9][C:10](=[O:13])[CH2:11][CH3:12])=[C:4]([CH3:14])[CH:3]=[C:2]([C:15]#[N:16])[N:7]=1. The yield is 0.875. (10) The product is [Cl:17][C:14]1[CH:15]=[CH:16][C:11]([NH:8][C:6]2[C:5]([CH3:9])=[CH:4][N:3]=[C:2]([Cl:1])[N:7]=2)=[CH:12][C:13]=1[CH3:18]. The reactants are [Cl:1][C:2]1[N:7]=[C:6]([NH2:8])[C:5]([CH3:9])=[CH:4][N:3]=1.Br[C:11]1[CH:16]=[CH:15][C:14]([Cl:17])=[C:13]([CH3:18])[CH:12]=1.CC1(C)C2C(=C(P(C3C=CC=CC=3)C3C=CC=CC=3)C=CC=2)OC2C(P(C3C=CC=CC=3)C3C=CC=CC=3)=CC=CC1=2.C(=O)([O-])[O-].[Cs+].[Cs+]. The catalyst is O1CCOCC1.C1C=CC(/C=C/C(/C=C/C2C=CC=CC=2)=O)=CC=1.C1C=CC(/C=C/C(/C=C/C2C=CC=CC=2)=O)=CC=1.C1C=CC(/C=C/C(/C=C/C2C=CC=CC=2)=O)=CC=1.[Pd].[Pd]. The yield is 0.380.